This data is from Reaction yield outcomes from USPTO patents with 853,638 reactions. The task is: Predict the reaction yield, written as a fraction of the theoretical maximum amount of product (1.0 means a 100% yield; for example, 0.34 means a 34% yield). The reactants are Cl.[NH2:2][C:3](=[NH:10])[CH2:4][C:5]([O:7][CH2:8][CH3:9])=[O:6].Br[CH2:12][C:13]([C:15]1[CH:24]=[CH:23][C:18]([C:19]([O:21][CH3:22])=[O:20])=[CH:17][CH:16]=1)=O. The catalyst is C(O)C. The product is [NH2:10][C:3]1[NH:2][C:13]([C:15]2[CH:24]=[CH:23][C:18]([C:19]([O:21][CH3:22])=[O:20])=[CH:17][CH:16]=2)=[CH:12][C:4]=1[C:5]([O:7][CH2:8][CH3:9])=[O:6]. The yield is 0.567.